Dataset: Forward reaction prediction with 1.9M reactions from USPTO patents (1976-2016). Task: Predict the product of the given reaction. The product is: [C:26]([N:6]([CH2:5][C:4]1[CH:20]=[CH:21][C:22]([O:24][CH3:25])=[CH:23][C:3]=1[O:2][CH3:1])[C:7]1[CH:12]=[CH:11][CH:10]=[CH:9][C:8]=1[O:13][C:14]1[CH:19]=[CH:18][CH:17]=[CH:16][CH:15]=1)(=[O:28])[CH3:27]. Given the reactants [CH3:1][O:2][C:3]1[CH:23]=[C:22]([O:24][CH3:25])[CH:21]=[CH:20][C:4]=1[CH2:5][NH:6][C:7]1[CH:12]=[CH:11][CH:10]=[CH:9][C:8]=1[O:13][C:14]1[CH:19]=[CH:18][CH:17]=[CH:16][CH:15]=1.[C:26](OC(=O)C)(=[O:28])[CH3:27].O, predict the reaction product.